Dataset: Catalyst prediction with 721,799 reactions and 888 catalyst types from USPTO. Task: Predict which catalyst facilitates the given reaction. (1) Reactant: C([Sn](CCCC)(CCCC)[C:6]1[CH:11]=[N:10][CH:9]=[CH:8][N:7]=1)CCC.[F:20][C:21]1[CH:49]=[CH:48][C:24]([CH2:25][NH:26][C:27](=[O:47])[C:28]2[CH:33]=[CH:32][C:31]([S:34]([N:37]3[C:45]4[C:40](=[CH:41][CH:42]=[CH:43][CH:44]=4)[C:39](I)=[CH:38]3)(=[O:36])=[O:35])=[CH:30][CH:29]=2)=[CH:23][CH:22]=1.CN(C=O)C. Product: [F:20][C:21]1[CH:49]=[CH:48][C:24]([CH2:25][NH:26][C:27](=[O:47])[C:28]2[CH:29]=[CH:30][C:31]([S:34]([N:37]3[C:45]4[C:40](=[CH:41][CH:42]=[CH:43][CH:44]=4)[C:39]([C:6]4[CH:11]=[N:10][CH:9]=[CH:8][N:7]=4)=[CH:38]3)(=[O:36])=[O:35])=[CH:32][CH:33]=2)=[CH:23][CH:22]=1. The catalyst class is: 238. (2) Reactant: [Cl:1][C:2]1[C:11]2[C:6](=[CH:7][C:8]([F:13])=[C:9]([OH:12])[CH:10]=2)[N:5]=[CH:4][C:3]=1[C:14]#[N:15].[C:16]1(P(C2C=CC=CC=2)C2C=CC=CC=2)C=CC=C[CH:17]=1.C(O)C.CCOC(/N=N/C(OCC)=O)=O. Product: [Cl:1][C:2]1[C:11]2[C:6](=[CH:7][C:8]([F:13])=[C:9]([O:12][CH2:16][CH3:17])[CH:10]=2)[N:5]=[CH:4][C:3]=1[C:14]#[N:15]. The catalyst class is: 7. (3) Reactant: Cl.Cl.[CH3:3][O:4][C:5]1[CH:6]=[C:7]([C:11]2([C:23]#[N:24])[CH2:16][CH2:15][N:14]([CH:17]3[CH2:22][CH2:21][NH:20][CH2:19][CH2:18]3)[CH2:13][CH2:12]2)[CH:8]=[CH:9][CH:10]=1.C(=O)([O-])[O-].[K+].[K+].[CH2:31](Br)[C:32]1[CH:37]=[CH:36][CH:35]=[CH:34][CH:33]=1.O. Product: [CH2:31]([N:20]1[CH2:21][CH2:22][CH:17]([N:14]2[CH2:13][CH2:12][C:11]([C:7]3[CH:8]=[CH:9][CH:10]=[C:5]([O:4][CH3:3])[CH:6]=3)([C:23]#[N:24])[CH2:16][CH2:15]2)[CH2:18][CH2:19]1)[C:32]1[CH:37]=[CH:36][CH:35]=[CH:34][CH:33]=1. The catalyst class is: 9. (4) Reactant: [CH3:1][O:2][C:3]1[CH:17]=[C:16]([O:18][CH3:19])[CH:15]=[CH:14][C:4]=1[C:5]([C:7]1[CH:12]=[CH:11][C:10]([OH:13])=[CH:9][CH:8]=1)=[O:6].[CH:20]([O:22][CH2:23][CH2:24]Cl)=[CH2:21].C(=O)([O-])[O-].[K+].[K+].O. Product: [CH3:1][O:2][C:3]1[CH:17]=[C:16]([O:18][CH3:19])[CH:15]=[CH:14][C:4]=1[C:5]([C:7]1[CH:8]=[CH:9][C:10]([O:13][CH2:24][CH2:23][O:22][CH:20]=[CH2:21])=[CH:11][CH:12]=1)=[O:6]. The catalyst class is: 9. (5) Reactant: [CH3:1][C:2]1[S:3][C:4]([C:8]2[CH:13]=[CH:12][C:11]([NH2:14])=[CH:10][C:9]=2[O:15][CH3:16])=[C:5]([CH3:7])[N:6]=1.C([N:25]=[C:26]=[S:27])(=O)C1C=CC=CC=1.C(=O)([O-])[O-].[K+].[K+]. Product: [CH3:1][C:2]1[S:3][C:4]([C:8]2[CH:13]=[CH:12][C:11]([NH:14][C:26]([NH2:25])=[S:27])=[CH:10][C:9]=2[O:15][CH3:16])=[C:5]([CH3:7])[N:6]=1. The catalyst class is: 30. (6) Reactant: [CH:1]([C@@H:4]1[CH2:10][NH:9][CH2:8][C:7]2[CH:11]=[CH:12][C:13]([C:15]([O:17][CH3:18])=[O:16])=[CH:14][C:6]=2[O:5]1)([CH3:3])[CH3:2].C(O)(C(F)(F)F)=O.[O:26]1[CH2:31][CH2:30][CH:29]([C:32](O)=[O:33])[CH2:28][CH2:27]1.CN(C(ON1N=NC2C=CC=NC1=2)=[N+](C)C)C.F[P-](F)(F)(F)(F)F.CCN(C(C)C)C(C)C. Product: [CH:1]([C@@H:4]1[CH2:10][N:9]([C:32]([CH:29]2[CH2:30][CH2:31][O:26][CH2:27][CH2:28]2)=[O:33])[CH2:8][C:7]2[CH:11]=[CH:12][C:13]([C:15]([O:17][CH3:18])=[O:16])=[CH:14][C:6]=2[O:5]1)([CH3:3])[CH3:2]. The catalyst class is: 329. (7) Reactant: C(OC([N:8]1[CH2:13][CH2:12][CH:11]([CH2:14][CH:15]([C:38]#[N:39])[NH:16][C:17]([C@@H:19]2[CH2:24][CH2:23][CH2:22][CH2:21][C@@H:20]2[NH:25][C:26]([C:28]2[N:29]([CH3:37])[C:30]3[C:35]([CH:36]=2)=[CH:34][CH:33]=[CH:32][CH:31]=3)=[O:27])=[O:18])[CH2:10][CH2:9]1)=O)(C)(C)C.C(O)(C(F)(F)F)=O. Product: [C:38]([CH:15]([NH:16][C:17]([C@@H:19]1[CH2:24][CH2:23][CH2:22][CH2:21][C@@H:20]1[NH:25][C:26]([C:28]1[N:29]([CH3:37])[C:30]2[C:35]([CH:36]=1)=[CH:34][CH:33]=[CH:32][CH:31]=2)=[O:27])=[O:18])[CH2:14][CH:11]1[CH2:12][CH2:13][NH:8][CH2:9][CH2:10]1)#[N:39]. The catalyst class is: 2. (8) Reactant: [F:1][C:2]([F:13])([F:12])[C:3]1[CH:4]=[C:5]([CH:9]=[CH:10][CH:11]=1)[CH2:6][CH2:7][OH:8].CC(OI1(OC(C)=O)(OC(C)=O)OC(=O)C2C=CC=CC1=2)=O.C(=O)([O-])O.[Na+].S([O-])([O-])(=O)=S.[Na+].[Na+]. Product: [F:1][C:2]([F:12])([F:13])[C:3]1[CH:4]=[C:5]([CH2:6][CH:7]=[O:8])[CH:9]=[CH:10][CH:11]=1. The catalyst class is: 22. (9) Reactant: S(Cl)(Cl)=O.[CH3:5][C:6]1[CH:7]=[C:8]([CH:12]=[CH:13][C:14]=1[CH3:15])[C:9]([OH:11])=[O:10].[CH3:16]N(C)C=O. Product: [CH3:5][C:6]1[CH:7]=[C:8]([CH:12]=[CH:13][C:14]=1[CH3:15])[C:9]([O:11][CH3:16])=[O:10]. The catalyst class is: 5. (10) Reactant: [NH:1]1[CH2:5][CH2:4][N:3]=[C:2]1[C:6]1[C:11]([CH2:12][CH3:13])=[CH:10][N:9]=[C:8]([C:14]2[C:22]3[C:17](=[N:18][CH:19]=[CH:20][CH:21]=3)[N:16]([CH2:23][C:24]3[CH:29]=[CH:28][CH:27]=[CH:26][C:25]=3[F:30])[N:15]=2)[N:7]=1. Product: [CH2:12]([C:11]1[C:6]([C:2]2[NH:1][CH:5]=[CH:4][N:3]=2)=[N:7][C:8]([C:14]2[C:22]3[C:17](=[N:18][CH:19]=[CH:20][CH:21]=3)[N:16]([CH2:23][C:24]3[CH:29]=[CH:28][CH:27]=[CH:26][C:25]=3[F:30])[N:15]=2)=[N:9][CH:10]=1)[CH3:13]. The catalyst class is: 787.